From a dataset of Retrosynthesis with 50K atom-mapped reactions and 10 reaction types from USPTO. Predict the reactants needed to synthesize the given product. (1) Given the product O=C(O)c1cn(-c2cccc([N+](=O)[O-])c2)[nH]c1=O, predict the reactants needed to synthesize it. The reactants are: COC(=O)c1cn(-c2cccc([N+](=O)[O-])c2)[nH]c1=O. (2) Given the product C1CN(C2COC2)CC2(CC2)N1, predict the reactants needed to synthesize it. The reactants are: O=C(OCc1ccccc1)N1CCN(C2COC2)CC12CC2. (3) The reactants are: COc1cc(O)c2c(c1C(N)=O)OC1=CC(O)=C(C(C)=O)C(=O)[C@]12C.Cc1c(C)c(OCc2ccc(F)cc2)c(C)c(C)c1C=O. Given the product COc1cc(O)c2c(c1C(=O)NCc1c(C)c(C)c(OCc3ccc(F)cc3)c(C)c1C)OC1=CC(O)=C(C(C)=O)C(=O)[C@]12C, predict the reactants needed to synthesize it. (4) Given the product CCCCOc1nc(N)c2nc(OC)n(CCCCCN3CCC(C(=O)OC)CC3)c2n1, predict the reactants needed to synthesize it. The reactants are: CCCCOc1nc(N)c2nc(OC)n(CCCCCBr)c2n1.COC(=O)C1CCNCC1. (5) Given the product CCn1nnc2c(N3CCOCC3)nc(-c3ccc(NC(=O)Nc4ccc(C(=O)NCCN(C)C)cc4)cc3)nc21, predict the reactants needed to synthesize it. The reactants are: CCn1nnc2c(N3CCOCC3)nc(-c3ccc(NC(=O)Nc4ccc(C(=O)O)cc4)cc3)nc21.CN(C)CCN.